From a dataset of Catalyst prediction with 721,799 reactions and 888 catalyst types from USPTO. Predict which catalyst facilitates the given reaction. (1) Reactant: [CH3:1][O:2][C:3]12[CH2:10][CH2:9][C:6](/[CH:11]=[CH:12]/[C:13]([O:15][CH3:16])=[O:14])([CH2:7][CH2:8]1)[CH2:5][CH2:4]2. Product: [CH3:1][O:2][C:3]12[CH2:10][CH2:9][C:6]([CH2:11][CH2:12][C:13]([O:15][CH3:16])=[O:14])([CH2:7][CH2:8]1)[CH2:5][CH2:4]2. The catalyst class is: 45. (2) Reactant: [F:1][C:2]1[CH:10]=[CH:9][CH:8]=[C:7]2[C:3]=1[CH:4]=[CH:5][NH:6]2.[BH3-]C#N.[Na+].O. Product: [F:1][C:2]1[CH:10]=[CH:9][CH:8]=[C:7]2[C:3]=1[CH2:4][CH2:5][NH:6]2. The catalyst class is: 52. (3) The catalyst class is: 3. Product: [Cl:22][C:23]1[CH:45]=[CH:44][C:26]([CH2:27][NH:28][C:29]([C:31]2[C:32](=[O:43])[C:33]3[CH:40]=[C:39]([CH2:41][N:4]([CH2:3][CH:2]([C:6]4[S:10][C:9]([C:11]#[N:12])=[CH:8][CH:7]=4)[OH:1])[CH3:5])[S:38][C:34]=3[N:35]([CH3:37])[CH:36]=2)=[O:30])=[CH:25][CH:24]=1. Reactant: [OH:1][CH:2]([C:6]1[S:10][C:9]([C:11]#[N:12])=[CH:8][CH:7]=1)[CH2:3][NH:4][CH3:5].C(N(CC)C(C)C)(C)C.[Cl:22][C:23]1[CH:45]=[CH:44][C:26]([CH2:27][NH:28][C:29]([C:31]2[C:32](=[O:43])[C:33]3[CH:40]=[C:39]([CH2:41]Cl)[S:38][C:34]=3[N:35]([CH3:37])[CH:36]=2)=[O:30])=[CH:25][CH:24]=1.O. (4) Product: [Br:1][C:2]1[CH:10]=[CH:9][C:8]([Cl:11])=[CH:7][C:3]=1[CH2:4][OH:5]. Reactant: [Br:1][C:2]1[CH:10]=[CH:9][C:8]([Cl:11])=[CH:7][C:3]=1[C:4](O)=[O:5].Cl. The catalyst class is: 7. (5) Reactant: Cl.[CH3:2][NH:3][C:4]1[N:9]=[C:8]2[S:10][C:11]([CH2:13][CH2:14][C:15]([OH:17])=O)=[N:12][C:7]2=[CH:6][CH:5]=1.C1N=CN(C(N2C=NC=C2)=O)C=1.C(N(CC)CC)C.[Cl:37][C:38]1[CH:39]=[C:40]([CH:45]([NH:47][CH2:48][CH2:49][CH2:50][NH2:51])[CH3:46])[CH:41]=[CH:42][C:43]=1[Cl:44]. Product: [Cl:37][C:38]1[CH:39]=[C:40]([CH:45]([NH:47][CH2:48][CH2:49][CH2:50][NH:51][C:15](=[O:17])[CH2:14][CH2:13][C:11]2[S:10][C:8]3[C:7]([N:12]=2)=[CH:6][CH:5]=[C:4]([NH:3][CH3:2])[N:9]=3)[CH3:46])[CH:41]=[CH:42][C:43]=1[Cl:44]. The catalyst class is: 9. (6) Reactant: [OH:1][CH:2]([CH3:23])[CH2:3][CH2:4][C:5]1[O:6][C:7]2[C:16]3[CH:15]([CH2:17][CH2:18][NH:19][C:20](=[O:22])[CH3:21])[CH2:14][CH2:13][C:12]=3[CH:11]=[CH:10][C:8]=2[N:9]=1.C[N+]1([O-])CCOCC1.O. Product: [O:1]=[C:2]([CH3:23])[CH2:3][CH2:4][C:5]1[O:6][C:7]2[C:16]3[CH:15]([CH2:17][CH2:18][NH:19][C:20](=[O:22])[CH3:21])[CH2:14][CH2:13][C:12]=3[CH:11]=[CH:10][C:8]=2[N:9]=1. The catalyst class is: 10.